This data is from Reaction yield outcomes from USPTO patents with 853,638 reactions. The task is: Predict the reaction yield, written as a fraction of the theoretical maximum amount of product (1.0 means a 100% yield; for example, 0.34 means a 34% yield). (1) The reactants are ClC(OC(Cl)=O)C.C([N:15]([CH2:34][CH2:35][CH2:36][C:37]1[CH:42]=[CH:41][CH:40]=[CH:39][CH:38]=1)[CH2:16][CH2:17][C:18]1[CH:33]=[CH:32][C:21]([O:22][C:23]2[CH:31]=[CH:30][C:26]([C:27]([NH2:29])=[O:28])=[CH:25][N:24]=2)=[CH:20][CH:19]=1)C1C=CC=CC=1.ClCCCl.N. The catalyst is CO. The product is [C:37]1([CH2:36][CH2:35][CH2:34][NH:15][CH2:16][CH2:17][C:18]2[CH:19]=[CH:20][C:21]([O:22][C:23]3[CH:31]=[CH:30][C:26]([C:27]([NH2:29])=[O:28])=[CH:25][N:24]=3)=[CH:32][CH:33]=2)[CH:38]=[CH:39][CH:40]=[CH:41][CH:42]=1. The yield is 0.670. (2) The reactants are Cl[C:2]1[C:7]([CH3:8])=[N:6][C:5]([CH3:9])=[CH:4][N:3]=1.[C:10]1([C:16]2[CH:17]=[C:18]3[C:23](=[CH:24][CH:25]=2)[CH:22]=[C:21](B(O)O)[CH:20]=[CH:19]3)[CH:15]=[CH:14][CH:13]=[CH:12][CH:11]=1.C(=O)([O-])[O-].[Na+].[Na+]. The catalyst is Cl[Pd](Cl)([P](C1C=CC=CC=1)(C1C=CC=CC=1)C1C=CC=CC=1)[P](C1C=CC=CC=1)(C1C=CC=CC=1)C1C=CC=CC=1.O.C(#N)C. The product is [CH3:8][C:7]1[C:2]([C:21]2[CH:20]=[CH:19][C:18]3[C:23](=[CH:24][CH:25]=[C:16]([C:10]4[CH:15]=[CH:14][CH:13]=[CH:12][CH:11]=4)[CH:17]=3)[CH:22]=2)=[N:3][CH:4]=[C:5]([CH3:9])[N:6]=1. The yield is 0.820.